Dataset: Reaction yield outcomes from USPTO patents with 853,638 reactions. Task: Predict the reaction yield, written as a fraction of the theoretical maximum amount of product (1.0 means a 100% yield; for example, 0.34 means a 34% yield). (1) The reactants are [NH2:1][C:2]1[C:11]([N+:12]([O-])=O)=[CH:10][CH:9]=[CH:8][C:3]=1[C:4]([O:6][CH3:7])=[O:5]. The catalyst is [Pd].C(O)C. The product is [NH2:1][C:2]1[C:11]([NH2:12])=[CH:10][CH:9]=[CH:8][C:3]=1[C:4]([O:6][CH3:7])=[O:5]. The yield is 1.00. (2) The product is [I:1][C:2]1[CH:3]=[C:4]2[C:5](=[CH:6][CH:7]=1)[N:8]=[CH:11][CH:10]=[N:9]2. The reactants are [I:1][C:2]1[CH:3]=[C:4]([NH2:9])[C:5]([NH2:8])=[CH:6][CH:7]=1.[CH:10](=O)[CH:11]=O.C(O)(=O)C.C(O)C. The yield is 0.640. The catalyst is O. (3) The reactants are C([O:5][N:6]=[C:7]1[C:16]2[C:11](=[CH:12][CH:13]=[C:14]([O:17][CH2:18][CH:19]([OH:22])[CH2:20][OH:21])[CH:15]=2)[O:10][C:9]([C:23]2[N:28]=[CH:27][N:26]3[CH:29]=[CH:30][CH:31]=[C:25]3[CH:24]=2)=[CH:8]1)(C)(C)C.FC(F)(F)C(O)=O. The catalyst is C1(C)C=CC=CC=1. The product is [OH:22][CH:19]([CH2:20][OH:21])[CH2:18][O:17][C:14]1[CH:15]=[C:16]2[C:11](=[CH:12][CH:13]=1)[O:10][C:9]([C:23]1[N:28]=[CH:27][N:26]3[CH:29]=[CH:30][CH:31]=[C:25]3[CH:24]=1)=[CH:8][C:7]2=[N:6][OH:5]. The yield is 0.440. (4) The reactants are [CH3:1][O:2][C:3]([C:5]1[NH:6][C:7]2[C:8]3[C:12]([CH2:13][CH2:14][C:15]=2[CH:16]=1)=[N:11][N:10]([C:17]([C:30]1[CH:35]=[CH:34][CH:33]=[CH:32][CH:31]=1)([C:24]1[CH:29]=[CH:28][CH:27]=[CH:26][CH:25]=1)[C:18]1[CH:23]=[CH:22][CH:21]=[CH:20][CH:19]=1)[CH:9]=3)=[O:4].[H-].[Na+].[CH3:38]I. The catalyst is CN(C=O)C. The product is [CH3:1][O:2][C:3]([C:5]1[N:6]([CH3:38])[C:7]2[C:8]3[C:12]([CH2:13][CH2:14][C:15]=2[CH:16]=1)=[N:11][N:10]([C:17]([C:30]1[CH:31]=[CH:32][CH:33]=[CH:34][CH:35]=1)([C:18]1[CH:23]=[CH:22][CH:21]=[CH:20][CH:19]=1)[C:24]1[CH:25]=[CH:26][CH:27]=[CH:28][CH:29]=1)[CH:9]=3)=[O:4]. The yield is 0.760.